This data is from Full USPTO retrosynthesis dataset with 1.9M reactions from patents (1976-2016). The task is: Predict the reactants needed to synthesize the given product. (1) The reactants are: [Cl:1][C:2]1[CH:3]=[C:4]([NH:9][C:10]2[C:11]3[CH2:18][C:17](=[O:19])[NH:16][C:12]=3[N:13]=[CH:14][N:15]=2)[CH:5]=[CH:6][C:7]=1[F:8].[CH3:20][C:21]1[C:25]([C:26]([N:28]2[CH2:33][CH2:32][N:31]([CH3:34])[CH2:30][CH2:29]2)=[O:27])=[CH:24][NH:23][C:22]=1[CH:35]=O. Given the product [Cl:1][C:2]1[CH:3]=[C:4]([NH:9][C:10]2[C:11]3[C:18](=[CH:35][C:22]4[NH:23][CH:24]=[C:25]([C:26]([N:28]5[CH2:29][CH2:30][N:31]([CH3:34])[CH2:32][CH2:33]5)=[O:27])[C:21]=4[CH3:20])[C:17](=[O:19])[NH:16][C:12]=3[N:13]=[CH:14][N:15]=2)[CH:5]=[CH:6][C:7]=1[F:8], predict the reactants needed to synthesize it. (2) Given the product [S:1]1[C:5]2[CH:6]=[CH:7][CH:8]=[CH:9][C:4]=2[N:3]=[C:2]1[CH2:10][O:11][C:12]1[CH:37]=[CH:36][C:15]2[N:16]([CH2:28][C:29]3[CH:34]=[CH:33][C:32]([C:42]4[CH:43]=[N:38][CH:39]=[N:40][CH:41]=4)=[CH:31][CH:30]=3)[C:17]([C@H:19]3[CH2:24][CH2:23][CH2:22][CH2:21][C@H:20]3[C:25]([OH:27])=[O:26])=[N:18][C:14]=2[CH:13]=1, predict the reactants needed to synthesize it. The reactants are: [S:1]1[C:5]2[CH:6]=[CH:7][CH:8]=[CH:9][C:4]=2[N:3]=[C:2]1[CH2:10][O:11][C:12]1[CH:37]=[CH:36][C:15]2[N:16]([CH2:28][C:29]3[CH:34]=[CH:33][C:32](Br)=[CH:31][CH:30]=3)[C:17]([C@H:19]3[CH2:24][CH2:23][CH2:22][CH2:21][C@H:20]3[C:25]([OH:27])=[O:26])=[N:18][C:14]=2[CH:13]=1.[N:38]1[CH:43]=[C:42](B(O)O)[CH:41]=[N:40][CH:39]=1. (3) Given the product [ClH:24].[ClH:24].[NH2:21][C:3]1[CH:4]=[CH:5][C:6]([N:8]2[CH2:13][CH2:12][CH2:11][C@@H:10]([C:14]([N:16]3[CH2:20][CH2:19][CH2:18][CH2:17]3)=[O:15])[CH2:9]2)=[N:7][C:2]=1[NH2:1], predict the reactants needed to synthesize it. The reactants are: [NH2:1][C:2]1[N:7]=[C:6]([N:8]2[CH2:13][CH2:12][CH2:11][C@@H:10]([C:14]([N:16]3[CH2:20][CH2:19][CH2:18][CH2:17]3)=[O:15])[CH2:9]2)[CH:5]=[CH:4][C:3]=1[N+:21]([O-])=O.[ClH:24].